Dataset: Catalyst prediction with 721,799 reactions and 888 catalyst types from USPTO. Task: Predict which catalyst facilitates the given reaction. (1) Reactant: [Br:1][C:2]1[C:9]([OH:10])=[CH:8][CH:7]=[CH:6][C:3]=1C=O.Br[CH2:12][CH:13]1[CH2:15][CH2:14]1.[C:16]([O-:19])([O-])=O.[K+].[K+]. Product: [Br:1][C:2]1[CH:3]=[CH:6][CH:7]=[C:8]([C:16]=1[O:19][CH2:12][CH:13]1[CH2:15][CH2:14]1)[CH:9]=[O:10]. The catalyst class is: 18. (2) Reactant: Br[C:2]1[CH:7]=[CH:6][CH:5]=[C:4]([F:8])[C:3]=1[C:9]1[CH:14]=[CH:13][CH:12]=[C:11]([CH2:15][CH3:16])[CH:10]=1.[Li]CCCC.[CH3:22][O:23][CH:24]([O:42][CH3:43])[CH2:25][CH2:26][C:27]([C@@H:29]1[O:34][CH2:33][CH2:32][N:31]([C:35]([O:37][C:38]([CH3:41])([CH3:40])[CH3:39])=[O:36])[CH2:30]1)=[O:28]. Product: [CH2:15]([C:11]1[CH:10]=[C:9]([C:3]2[C:4]([F:8])=[CH:5][CH:6]=[CH:7][C:2]=2[C@:27]([C@@H:29]2[O:34][CH2:33][CH2:32][N:31]([C:35]([O:37][C:38]([CH3:41])([CH3:40])[CH3:39])=[O:36])[CH2:30]2)([OH:28])[CH2:26][CH2:25][CH:24]([O:23][CH3:22])[O:42][CH3:43])[CH:14]=[CH:13][CH:12]=1)[CH3:16]. The catalyst class is: 1. (3) Reactant: CON(C)[C:4]([CH2:6][C:7]1([CH2:10][C:11]([OH:13])=[O:12])[CH2:9][CH2:8]1)=[O:5].[CH3:15][Li]. Product: [O:5]=[C:4]([CH3:15])[CH2:6][C:7]1([CH2:10][C:11]([OH:13])=[O:12])[CH2:8][CH2:9]1. The catalyst class is: 1. (4) Reactant: [CH3:1][O:2][C:3]1[C:4]([CH2:14]OC)=[C:5](B(O)O)[CH:6]=[CH:7][C:8]=1[O:9][CH3:10].[C:17](=[O:20])([O-])[O-].[Cs+].[Cs+].BrC1[CH:32]=[CH:31][CH:30]=[C:29]2[C:25]=1[CH2:26][CH2:27][C:28]2=[O:33].CN(C)[CH:36]=[O:37]. Product: [CH3:10][O:9][C:8]1[C:3]([O:2][CH2:1][O:20][CH3:17])=[C:4]([C:14]2[CH:32]=[CH:31][CH:30]=[C:29]3[C:25]=2[CH2:26][CH2:27][C:28]3=[O:33])[CH:5]=[CH:6][C:7]=1[O:37][CH3:36]. The catalyst class is: 73. (5) Reactant: [CH3:1][C:2]1[CH:7]=[C:6]([O:8][CH2:9][C:10]2([CH3:16])[CH2:13][S:12](=[O:15])(=[O:14])[CH2:11]2)[CH:5]=[CH:4][C:3]=1[C:17]1[C:18]2[CH:25]=[C:24]([CH2:26][O:27][C:28]3[N:33]=[CH:32][C:31]([CH:34]([C:41]#[C:42][CH3:43])[CH2:35][C:36]([O:38]CC)=[O:37])=[CH:30][CH:29]=3)[CH:23]=[CH:22][C:19]=2[S:20][CH:21]=1.[Li+].[OH-].Cl. Product: [CH3:1][C:2]1[CH:7]=[C:6]([O:8][CH2:9][C:10]2([CH3:16])[CH2:11][S:12](=[O:15])(=[O:14])[CH2:13]2)[CH:5]=[CH:4][C:3]=1[C:17]1[C:18]2[CH:25]=[C:24]([CH2:26][O:27][C:28]3[N:33]=[CH:32][C:31]([CH:34]([C:41]#[C:42][CH3:43])[CH2:35][C:36]([OH:38])=[O:37])=[CH:30][CH:29]=3)[CH:23]=[CH:22][C:19]=2[S:20][CH:21]=1. The catalyst class is: 14. (6) Reactant: [CH2:1]([N:8]1[CH2:13][CH2:12][CH:11]([NH:14][CH3:15])[CH2:10][CH2:9]1)[C:2]1[CH:7]=[CH:6][CH:5]=[CH:4][CH:3]=1.[N+:16]([C:19]1[CH:20]=[C:21]([C:25]2[N:26]=[CH:27][N:28]([C:30]([O:32]C3C=CC=CC=3)=O)[CH:29]=2)[CH:22]=[CH:23][CH:24]=1)([O-:18])=[O:17]. Product: [CH2:1]([N:8]1[CH2:13][CH2:12][CH:11]([N:14]([CH3:15])[C:30]([N:28]2[CH:29]=[C:25]([C:21]3[CH:22]=[CH:23][CH:24]=[C:19]([N+:16]([O-:18])=[O:17])[CH:20]=3)[N:26]=[CH:27]2)=[O:32])[CH2:10][CH2:9]1)[C:2]1[CH:3]=[CH:4][CH:5]=[CH:6][CH:7]=1. The catalyst class is: 7. (7) Reactant: C(OC([NH:11][CH2:12][CH2:13][O:14][CH2:15][CH2:16][O:17][CH2:18][CH2:19][O:20][CH2:21][CH2:22][O:23][C:24]1[C:29]([CH2:30][CH2:31][C:32]([OH:34])=[O:33])=[C:28]([O:35][CH2:36][CH2:37][CH2:38][CH2:39][CH2:40][O:41][C:42]2[CH:51]=[CH:50][C:49]3[C:48](=[O:52])[CH2:47][CH2:46][CH2:45][C:44]=3[C:43]=2[CH2:53][CH:54]=[CH2:55])[CH:27]=[CH:26][CH:25]=1)=O)C1C=CC=CC=1.[Si](I)(C)(C)C. Product: [NH2:11][CH2:12][CH2:13][O:14][CH2:15][CH2:16][O:17][CH2:18][CH2:19][O:20][CH2:21][CH2:22][O:23][C:24]1[C:29]([CH2:30][CH2:31][C:32]([OH:34])=[O:33])=[C:28]([O:35][CH2:36][CH2:37][CH2:38][CH2:39][CH2:40][O:41][C:42]2[CH:51]=[CH:50][C:49]3[C:48](=[O:52])[CH2:47][CH2:46][CH2:45][C:44]=3[C:43]=2[CH2:53][CH:54]=[CH2:55])[CH:27]=[CH:26][CH:25]=1. The catalyst class is: 10.